Dataset: Forward reaction prediction with 1.9M reactions from USPTO patents (1976-2016). Task: Predict the product of the given reaction. Given the reactants FC(F)(F)C(O)=O.C(OC([N:15]1[CH2:18][C:17]([C:20]2[S:21][CH:22]=[C:23]([C:25]3[C:26]([O:40][CH:41]4[CH2:44][CH2:43][CH2:42]4)=[C:27]4[C:32](=[CH:33][CH:34]=3)[N:31]([C:35]([O:37][CH3:38])=[O:36])[C@@H:30]([CH3:39])[CH2:29][CH2:28]4)[N:24]=2)([F:19])[CH2:16]1)=O)(C)(C)C, predict the reaction product. The product is: [CH:41]1([O:40][C:26]2[C:25]([C:23]3[N:24]=[C:20]([C:17]4([F:19])[CH2:18][NH:15][CH2:16]4)[S:21][CH:22]=3)=[CH:34][CH:33]=[C:32]3[C:27]=2[CH2:28][CH2:29][C@H:30]([CH3:39])[N:31]3[C:35]([O:37][CH3:38])=[O:36])[CH2:42][CH2:43][CH2:44]1.